Dataset: Full USPTO retrosynthesis dataset with 1.9M reactions from patents (1976-2016). Task: Predict the reactants needed to synthesize the given product. Given the product [CH3:5][NH:6][C:7]([N:9]1[C:17]2[C:12](=[CH:13][C:14]([NH2:18])=[CH:15][CH:16]=2)[CH:11]=[CH:10]1)=[O:8], predict the reactants needed to synthesize it. The reactants are: CO.[Cl-].[NH4+].[CH3:5][NH:6][C:7]([N:9]1[C:17]2[C:12](=[CH:13][C:14]([N+:18]([O-])=O)=[CH:15][CH:16]=2)[CH:11]=[CH:10]1)=[O:8].